The task is: Predict which catalyst facilitates the given reaction.. This data is from Catalyst prediction with 721,799 reactions and 888 catalyst types from USPTO. Reactant: Br[CH2:2][CH2:3][CH2:4][Si:5]([CH3:35])([CH3:34])[CH2:6][CH2:7][C:8]1[C:20]2[CH2:19][N:18]3[C:13](=[CH:14][C:15]4[C@:25]([CH2:27][CH3:28])([OH:26])[C:24](=[O:29])[O:23][CH2:22][C:16]=4[C:17]3=[O:21])[C:12]=2[N:11]=[C:10]2[CH:30]=[CH:31][CH:32]=[CH:33][C:9]=12.C(=O)([O-])[O-].[K+].[K+].CC(O)(C)C.[CH3:47][NH:48][CH3:49]. Product: [CH3:47][N:48]([CH3:49])[CH2:2][CH2:3][CH2:4][Si:5]([CH3:35])([CH3:34])[CH2:6][CH2:7][C:8]1[C:20]2[CH2:19][N:18]3[C:13](=[CH:14][C:15]4[C@:25]([CH2:27][CH3:28])([OH:26])[C:24](=[O:29])[O:23][CH2:22][C:16]=4[C:17]3=[O:21])[C:12]=2[N:11]=[C:10]2[CH:30]=[CH:31][CH:32]=[CH:33][C:9]=12. The catalyst class is: 132.